Dataset: Forward reaction prediction with 1.9M reactions from USPTO patents (1976-2016). Task: Predict the product of the given reaction. Given the reactants [C:1]([C:5]1[CH:9]=[C:8]([NH:10][C:11]([NH:13][C:14]2[C:23]3[C:18](=[CH:19][CH:20]=[CH:21][CH:22]=3)[CH:17]=[CH:16][CH:15]=2)=[O:12])[N:7]([C:24]2[CH:29]=[CH:28][C:27]([O:30][CH2:31][C:32]([O:34]C)=[O:33])=[CH:26][CH:25]=2)[N:6]=1)([CH3:4])([CH3:3])[CH3:2].[Li+].[OH-], predict the reaction product. The product is: [C:1]([C:5]1[CH:9]=[C:8]([NH:10][C:11]([NH:13][C:14]2[C:23]3[C:18](=[CH:19][CH:20]=[CH:21][CH:22]=3)[CH:17]=[CH:16][CH:15]=2)=[O:12])[N:7]([C:24]2[CH:25]=[CH:26][C:27]([O:30][CH2:31][C:32]([OH:34])=[O:33])=[CH:28][CH:29]=2)[N:6]=1)([CH3:4])([CH3:2])[CH3:3].